This data is from NCI-60 drug combinations with 297,098 pairs across 59 cell lines. The task is: Regression. Given two drug SMILES strings and cell line genomic features, predict the synergy score measuring deviation from expected non-interaction effect. Drug 1: C1=CC=C(C=C1)NC(=O)CCCCCCC(=O)NO. Drug 2: CN(CC1=CN=C2C(=N1)C(=NC(=N2)N)N)C3=CC=C(C=C3)C(=O)NC(CCC(=O)O)C(=O)O. Cell line: NCI-H322M. Synergy scores: CSS=31.7, Synergy_ZIP=0.0220, Synergy_Bliss=0.416, Synergy_Loewe=-34.3, Synergy_HSA=-0.721.